From a dataset of NCI-60 drug combinations with 297,098 pairs across 59 cell lines. Regression. Given two drug SMILES strings and cell line genomic features, predict the synergy score measuring deviation from expected non-interaction effect. (1) Drug 1: C#CCC(CC1=CN=C2C(=N1)C(=NC(=N2)N)N)C3=CC=C(C=C3)C(=O)NC(CCC(=O)O)C(=O)O. Drug 2: C(CC(=O)O)C(=O)CN.Cl. Cell line: OVCAR-8. Synergy scores: CSS=-5.58, Synergy_ZIP=1.15, Synergy_Bliss=-0.903, Synergy_Loewe=-4.32, Synergy_HSA=-3.53. (2) Drug 1: COC1=C(C=C2C(=C1)N=CN=C2NC3=CC(=C(C=C3)F)Cl)OCCCN4CCOCC4. Drug 2: CC1CCC2CC(C(=CC=CC=CC(CC(C(=O)C(C(C(=CC(C(=O)CC(OC(=O)C3CCCCN3C(=O)C(=O)C1(O2)O)C(C)CC4CCC(C(C4)OC)O)C)C)O)OC)C)C)C)OC. Cell line: NCI-H226. Synergy scores: CSS=30.8, Synergy_ZIP=-5.80, Synergy_Bliss=-0.723, Synergy_Loewe=2.42, Synergy_HSA=3.21. (3) Drug 1: CC1=C2C(C(=O)C3(C(CC4C(C3C(C(C2(C)C)(CC1OC(=O)C(C(C5=CC=CC=C5)NC(=O)OC(C)(C)C)O)O)OC(=O)C6=CC=CC=C6)(CO4)OC(=O)C)OC)C)OC. Drug 2: CC1=CC2C(CCC3(C2CCC3(C(=O)C)OC(=O)C)C)C4(C1=CC(=O)CC4)C. Cell line: 786-0. Synergy scores: CSS=53.3, Synergy_ZIP=7.57, Synergy_Bliss=5.81, Synergy_Loewe=-20.7, Synergy_HSA=5.07. (4) Drug 1: C1=NC2=C(N1)C(=S)N=C(N2)N. Drug 2: C1=NC2=C(N=C(N=C2N1C3C(C(C(O3)CO)O)F)Cl)N. Cell line: NCI-H522. Synergy scores: CSS=16.5, Synergy_ZIP=-16.9, Synergy_Bliss=-14.0, Synergy_Loewe=-12.8, Synergy_HSA=-9.54. (5) Drug 1: C1=C(C(=O)NC(=O)N1)F. Drug 2: CC1=C(C(=CC=C1)Cl)NC(=O)C2=CN=C(S2)NC3=CC(=NC(=N3)C)N4CCN(CC4)CCO. Cell line: NCIH23. Synergy scores: CSS=44.4, Synergy_ZIP=-4.81, Synergy_Bliss=-4.17, Synergy_Loewe=5.06, Synergy_HSA=6.59. (6) Drug 1: C1=CC(=CC=C1CC(C(=O)O)N)N(CCCl)CCCl.Cl. Drug 2: CCCCC(=O)OCC(=O)C1(CC(C2=C(C1)C(=C3C(=C2O)C(=O)C4=C(C3=O)C=CC=C4OC)O)OC5CC(C(C(O5)C)O)NC(=O)C(F)(F)F)O. Cell line: RXF 393. Synergy scores: CSS=0.114, Synergy_ZIP=-3.67, Synergy_Bliss=-5.53, Synergy_Loewe=-5.86, Synergy_HSA=-5.68. (7) Drug 1: C1=CC(=CC=C1C#N)C(C2=CC=C(C=C2)C#N)N3C=NC=N3. Drug 2: CN(CC1=CN=C2C(=N1)C(=NC(=N2)N)N)C3=CC=C(C=C3)C(=O)NC(CCC(=O)O)C(=O)O. Cell line: SF-268. Synergy scores: CSS=35.8, Synergy_ZIP=8.74, Synergy_Bliss=7.50, Synergy_Loewe=-4.49, Synergy_HSA=6.42. (8) Drug 1: CNC(=O)C1=CC=CC=C1SC2=CC3=C(C=C2)C(=NN3)C=CC4=CC=CC=N4. Drug 2: CCC(=C(C1=CC=CC=C1)C2=CC=C(C=C2)OCCN(C)C)C3=CC=CC=C3.C(C(=O)O)C(CC(=O)O)(C(=O)O)O. Cell line: SF-295. Synergy scores: CSS=7.82, Synergy_ZIP=-2.48, Synergy_Bliss=-1.01, Synergy_Loewe=-1.52, Synergy_HSA=0.230. (9) Drug 1: CC1C(C(CC(O1)OC2CC(CC3=C2C(=C4C(=C3O)C(=O)C5=C(C4=O)C(=CC=C5)OC)O)(C(=O)C)O)N)O.Cl. Drug 2: C1CC(=O)NC(=O)C1N2C(=O)C3=CC=CC=C3C2=O. Cell line: HL-60(TB). Synergy scores: CSS=39.9, Synergy_ZIP=1.15, Synergy_Bliss=-1.07, Synergy_Loewe=-60.2, Synergy_HSA=-1.28.